From a dataset of Reaction yield outcomes from USPTO patents with 853,638 reactions. Predict the reaction yield, written as a fraction of the theoretical maximum amount of product (1.0 means a 100% yield; for example, 0.34 means a 34% yield). The reactants are [Cl:1][C:2]1[CH:3]=[C:4]([NH:9][C:10]2[N:14]=[C:13]([NH2:15])[NH:12][N:11]=2)[CH:5]=[C:6]([Cl:8])[CH:7]=1.[Cl:16][C:17]1[CH:18]=[CH:19][C:20]([CH:23]=O)=[N:21][CH:22]=1.[BH4-].[Na+]. The catalyst is CO. The product is [Cl:16][C:17]1[CH:18]=[CH:19][C:20]([CH2:23][NH:15][C:13]2[NH:12][N:11]=[C:10]([NH:9][C:4]3[CH:5]=[C:6]([Cl:8])[CH:7]=[C:2]([Cl:1])[CH:3]=3)[N:14]=2)=[N:21][CH:22]=1. The yield is 0.900.